This data is from M1 muscarinic receptor agonist screen with 61,833 compounds. The task is: Binary Classification. Given a drug SMILES string, predict its activity (active/inactive) in a high-throughput screening assay against a specified biological target. (1) The molecule is S(=O)(=O)(NC(C)C)c1ccc(OCC(=O)Nc2c(OC)ccc(OC)c2)cc1. The result is 0 (inactive). (2) The drug is o1c(c2n(Cc3c(OC)cccc3)c3nc4c(nc3n2)cccc4)ccc1. The result is 0 (inactive). (3) The molecule is S(=O)(=O)(Nc1c(cccc1C)C)c1c([nH]c(=O)[nH]c1=O)C. The result is 0 (inactive). (4) The drug is OC1=C(C(N(CCCN(C)C)C1=O)c1ccc(OC(C)C)cc1)C(=O)c1occc1. The result is 0 (inactive). (5) The molecule is O(C(=O)C1CCN(CC1)C(=O)CC(c1ccccc1)C)CC. The result is 0 (inactive). (6) The molecule is O=C(NCc1occc1)c1c2n(nc1)c(c(Cc1cc(ccc1)C)c(n2)C)C. The result is 0 (inactive). (7) The molecule is n12ncc(c1nc(cc2N)C)c1ccccc1. The result is 0 (inactive). (8) The compound is S(c1n(Cc2occc2)c(nn1)COc1ccccc1)CC(=O)Nc1noc(c1)C. The result is 0 (inactive).